This data is from Full USPTO retrosynthesis dataset with 1.9M reactions from patents (1976-2016). The task is: Predict the reactants needed to synthesize the given product. (1) Given the product [Cl:1][C:2]1[CH:3]=[C:4]([C:25]2[C:33]3[C:28](=[N:29][CH:30]=[N:31][C:32]=3[NH2:34])[NH:27][N:26]=2)[CH:5]=[CH:6][C:7]=1[O:8][C:9]1[CH:10]=[CH:11][CH:12]=[CH:13][CH:14]=1, predict the reactants needed to synthesize it. The reactants are: [Cl:1][C:2]1[CH:3]=[C:4](B2OC(C)(C)C(C)(C)O2)[CH:5]=[CH:6][C:7]=1[O:8][C:9]1[CH:14]=[CH:13][CH:12]=[CH:11][CH:10]=1.I[C:25]1[C:33]2[C:28](=[N:29][CH:30]=[N:31][C:32]=2[NH2:34])[NH:27][N:26]=1.C([O-])([O-])=O.[K+].[K+]. (2) Given the product [ClH:18].[ClH:18].[CH3:1][N:2]1[C:6]([CH3:7])=[C:5]([CH:8]([NH2:11])[CH2:9][CH3:10])[CH:4]=[N:3]1, predict the reactants needed to synthesize it. The reactants are: [CH3:1][N:2]1[C:6]([CH3:7])=[C:5]([CH:8]([NH:11]S(C(C)(C)C)=O)[CH2:9][CH3:10])[CH:4]=[N:3]1.[ClH:18].